From a dataset of Forward reaction prediction with 1.9M reactions from USPTO patents (1976-2016). Predict the product of the given reaction. (1) Given the reactants [F:1][C:2]1[CH:8]=[CH:7][C:5]([NH2:6])=[CH:4][CH:3]=1.C[Al](C)C.[O:13]1[C@@H:23]2[C:14]31[C@H:19]([CH2:20][CH2:21][CH2:22]2)[CH2:18][O:17][CH2:16][CH2:15]3.[OH-].[Na+], predict the reaction product. The product is: [F:1][C:2]1[CH:8]=[CH:7][C:5]([NH:6][C@@H:23]2[CH2:22][CH2:21][CH2:20][C@@H:19]3[C@:14]2([OH:13])[CH2:15][CH2:16][O:17][CH2:18]3)=[CH:4][CH:3]=1. (2) Given the reactants C1(P(C2C=CC=CC=2)C2C=CC=CC=2)C=CC=CC=1.[CH2:20]([O:27][C:28]([NH:30][C:31]([C:33]1[CH:42]=[CH:41][C:36]([CH2:37][N:38]=[N+]=[N-])=[CH:35][CH:34]=1)=[NH:32])=[O:29])[C:21]1[CH:26]=[CH:25][CH:24]=[CH:23][CH:22]=1.C(C(Br)C1C=CC=CC=1)#N, predict the reaction product. The product is: [NH2:38][CH2:37][C:36]1[CH:41]=[CH:42][C:33]([C:31](=[NH:32])[NH:30][C:28]([O:27][CH2:20][C:21]2[CH:26]=[CH:25][CH:24]=[CH:23][CH:22]=2)=[O:29])=[CH:34][CH:35]=1. (3) Given the reactants [ClH:1].O1CCOCC1.OC(C(F)(F)F)=O.[C:15]1([C:21]2[O:25][C:24]([C:26]([N:28]3[CH2:33][CH2:32][N:31](C(OC(C)(C)C)=O)[CH2:30][CH:29]3[CH2:41][O:42][C:43]3[CH:44]=[N:45][CH:46]=[CH:47][CH:48]=3)=[O:27])=[CH:23][CH:22]=2)[CH:20]=[CH:19][CH:18]=[CH:17][CH:16]=1, predict the reaction product. The product is: [ClH:1].[ClH:1].[C:15]1([C:21]2[O:25][C:24]([C:26]([N:28]3[CH2:33][CH2:32][NH:31][CH2:30][CH:29]3[CH2:41][O:42][C:43]3[CH:44]=[N:45][CH:46]=[CH:47][CH:48]=3)=[O:27])=[CH:23][CH:22]=2)[CH:16]=[CH:17][CH:18]=[CH:19][CH:20]=1. (4) Given the reactants [Br:1][C:2]1[S:6][C:5]([CH:7]2[CH2:12][CH2:11][N:10]([C:13](=[O:24])[CH2:14][N:15]3C4=NC=CC=C4N=C3)[CH2:9][CH2:8]2)=[N:4][C:3]=1[C:25]1[CH:30]=[C:29]([S:31][C:32]([F:35])([F:34])[F:33])[CH:28]=[C:27]([C:36]([CH3:39])([CH3:38])[CH3:37])[CH:26]=1.C([N:43]([CH:46]([CH3:48])[CH3:47])CC)(C)C.CCN=C=NC[CH2:55][CH2:56]N(C)C.[C:60]([OH:66])(C(F)(F)F)=[O:61], predict the reaction product. The product is: [Br:1][C:2]1[S:6][C:5]([CH:7]2[CH2:12][CH2:11][N:10]([C:13](=[O:24])[CH2:14][N:15]3[C:55]([CH3:56])=[CH:48][C:46]([CH2:47][C:60]([OH:66])=[O:61])=[N:43]3)[CH2:9][CH2:8]2)=[N:4][C:3]=1[C:25]1[CH:30]=[C:29]([S:31][C:32]([F:35])([F:33])[F:34])[CH:28]=[C:27]([C:36]([CH3:37])([CH3:39])[CH3:38])[CH:26]=1. (5) The product is: [F:1][C:2]1[CH:3]=[C:4]([CH:18]=[CH:19][C:20]=1[F:21])[CH2:5][NH:6][C:7]([C:9]1[NH:10][CH:11]=[C:12]([C:14]2[C:15]([CH3:22])=[CH:16][N:34]=[C:35]([NH2:37])[N:36]=2)[CH:13]=1)=[O:8]. Given the reactants [F:1][C:2]1[CH:3]=[C:4]([CH:18]=[CH:19][C:20]=1[F:21])[CH2:5][NH:6][C:7]([C:9]1[NH:10][CH:11]=[C:12]([C:14](=O)[CH2:15][CH3:16])[CH:13]=1)=[O:8].[CH:22](OC(C)(C)C)(N(C)C)N(C)C.[NH2:34][C:35]([NH2:37])=[NH:36], predict the reaction product. (6) Given the reactants [CH3:1][C@H:2]1[N:7](CC2C=CC=CC=2)[C@@H:6]([CH3:15])[CH2:5][N:4]([C:16]2[CH:17]=[C:18]([NH2:24])[C:19](OC)=[N:20][CH:21]=2)[CH2:3]1.C[C@H]1N[C@@H](C)CN(C2C=C(NC(=O)C(F)(F)F)C=NC=2)C1, predict the reaction product. The product is: [CH3:1][C@H:2]1[NH:7][C@@H:6]([CH3:15])[CH2:5][N:4]([C:16]2[CH:17]=[C:18]([NH2:24])[CH:19]=[N:20][CH:21]=2)[CH2:3]1.